From a dataset of Forward reaction prediction with 1.9M reactions from USPTO patents (1976-2016). Predict the product of the given reaction. (1) Given the reactants [NH2:1][NH2:2].C[O:4][C:5](=O)[CH2:6][C:7]1[CH:12]=[CH:11][C:10]([F:13])=[CH:9][CH:8]=1, predict the reaction product. The product is: [F:13][C:10]1[CH:11]=[CH:12][C:7]([CH2:6][C:5]([NH:1][NH2:2])=[O:4])=[CH:8][CH:9]=1. (2) The product is: [F:20][C:21]1[CH:22]=[C:23]2[C:24](=[CH:25][CH:26]=1)[NH:27][C:2]1[CH2:7][CH2:6][CH:5]([NH:8][C:9](=[O:18])[O:10][CH2:11][C:12]3[CH:17]=[CH:16][CH:15]=[CH:14][CH:13]=3)[CH2:4][C:3]2=1. Given the reactants O=[C:2]1[CH2:7][CH2:6][CH:5]([NH:8][C:9](=[O:18])[O:10][CH2:11][C:12]2[CH:17]=[CH:16][CH:15]=[CH:14][CH:13]=2)[CH2:4][CH2:3]1.Cl.[F:20][C:21]1[CH:26]=[CH:25][C:24]([NH:27]N)=[CH:23][CH:22]=1, predict the reaction product. (3) Given the reactants C([Si](C)(C)[O:6][C:7]1[CH:12]=[CH:11][C:10]([C:13]2[CH:14]=[C:15]3[C:20](=[CH:21][CH:22]=2)[C:19]([N+:23]([O-:25])=[O:24])=[C:18]([OH:26])[CH:17]=[CH:16]3)=[CH:9][CH:8]=1)(C)(C)C.CCCC[N+](CCCC)(CCCC)CCCC.[F-], predict the reaction product. The product is: [OH:6][C:7]1[CH:8]=[CH:9][C:10]([C:13]2[CH:14]=[C:15]3[C:20](=[CH:21][CH:22]=2)[C:19]([N+:23]([O-:25])=[O:24])=[C:18]([OH:26])[CH:17]=[CH:16]3)=[CH:11][CH:12]=1. (4) Given the reactants C(=O)([O-])O.[Na+].Cl.[NH2:7][OH:8].[CH2:9]([O:16][C:17]1[CH:22]=[C:21]([C:23]#[N:24])[N:20]=[C:19]([CH3:25])[N:18]=1)[C:10]1[CH:15]=[CH:14][CH:13]=[CH:12][CH:11]=1, predict the reaction product. The product is: [CH2:9]([O:16][C:17]1[N:18]=[C:19]([CH3:25])[N:20]=[C:21]([C:23](=[N:7][OH:8])[NH2:24])[CH:22]=1)[C:10]1[CH:11]=[CH:12][CH:13]=[CH:14][CH:15]=1. (5) The product is: [N+:20]([C:15]1[CH:16]=[CH:17][CH:18]=[CH:19][C:14]=1[C:6]1[C:5]([C:3]([OH:2])=[O:4])=[CH:10][C:9]([C:11]2[S:13][CH:24]=[C:25]([C:27]3[CH:32]=[CH:31][CH:30]=[CH:29][CH:28]=3)[N:12]=2)=[CH:8][CH:7]=1)([O-:22])=[O:21]. Given the reactants C[O:2][C:3]([C:5]1[C:6]([C:14]2[CH:19]=[CH:18][CH:17]=[CH:16][C:15]=2[N+:20]([O-:22])=[O:21])=[CH:7][CH:8]=[C:9]([C:11](=[S:13])[NH2:12])[CH:10]=1)=[O:4].Br[CH2:24][C:25]([C:27]1[CH:32]=[CH:31][CH:30]=[CH:29][CH:28]=1)=O, predict the reaction product. (6) Given the reactants [C:1]([NH:9][C:10]1[CH:15]=[CH:14][NH:13][C:12](=[O:16])[N:11]=1)(=[O:8])[C:2]1[CH:7]=[CH:6][CH:5]=[CH:4][CH:3]=1.[H-].[Na+].Br[CH2:20][C:21]([O:23][CH2:24][CH3:25])=[O:22].CO, predict the reaction product. The product is: [CH2:24]([O:23][C:21]([CH2:20][N:13]1[CH:14]=[CH:15][C:10]([NH:9][C:1](=[O:8])[C:2]2[CH:7]=[CH:6][CH:5]=[CH:4][CH:3]=2)=[N:11][C:12]1=[O:16])=[O:22])[CH3:25].